This data is from Full USPTO retrosynthesis dataset with 1.9M reactions from patents (1976-2016). The task is: Predict the reactants needed to synthesize the given product. (1) Given the product [CH3:1][C:2]1[CH:7]=[C:6]([CH3:8])[NH:5][C:4](=[O:9])[C:3]=1[CH2:10][NH:11][C:12]([C:14]1[C:15]2[CH:36]=[N:35][N:34]([CH:37]([CH3:39])[CH3:38])[C:16]=2[N:17]=[C:18]([C:20]2[CH2:21][CH2:22][N:23]([C:26]([CH:28]3[CH2:33][CH2:32][CH2:31][N:30]([CH3:43])[CH2:29]3)=[O:27])[CH2:24][CH:25]=2)[CH:19]=1)=[O:13], predict the reactants needed to synthesize it. The reactants are: [CH3:1][C:2]1[CH:7]=[C:6]([CH3:8])[NH:5][C:4](=[O:9])[C:3]=1[CH2:10][NH:11][C:12]([C:14]1[C:15]2[CH:36]=[N:35][N:34]([CH:37]([CH3:39])[CH3:38])[C:16]=2[N:17]=[C:18]([C:20]2[CH2:21][CH2:22][N:23]([C:26]([CH:28]3[CH2:33][CH2:32][CH2:31][NH:30][CH2:29]3)=[O:27])[CH2:24][CH:25]=2)[CH:19]=1)=[O:13].C=O.[BH3-][C:43]#N.[Na+]. (2) Given the product [F:1][C:2]([F:7])([F:6])[C:3]([OH:5])=[O:4].[NH2:25][C:22]1[C:23]2[C:18](=[CH:17][CH:16]=[C:15]([CH2:14][N:11]3[CH2:12][CH2:13][C@@H:9]([NH:8][S:45]([C:37]4[S:36][C:44]5[C:39](=[N:40][CH:41]=[CH:42][CH:43]=5)[CH:38]=4)(=[O:46])=[O:47])[C:10]3=[O:26])[CH:24]=2)[CH:19]=[CH:20][N:21]=1, predict the reactants needed to synthesize it. The reactants are: [F:1][C:2]([F:7])([F:6])[C:3]([OH:5])=[O:4].[NH2:8][C@@H:9]1[CH2:13][CH2:12][N:11]([CH2:14][C:15]2[CH:24]=[C:23]3[C:18]([CH:19]=[CH:20][N:21]=[C:22]3[NH2:25])=[CH:17][CH:16]=2)[C:10]1=[O:26].C(N(C(C)C)CC)(C)C.[S:36]1[C:44]2[C:39](=[N:40][CH:41]=[CH:42][CH:43]=2)[CH:38]=[C:37]1[S:45](Cl)(=[O:47])=[O:46].O. (3) Given the product [CH3:1][O:2][C:3]1[CH:8]=[CH:7][C:6]([CH:9]([CH:12]=[O:13])[C:10]#[N:11])=[CH:5][CH:4]=1, predict the reactants needed to synthesize it. The reactants are: [CH3:1][O:2][C:3]1[CH:8]=[CH:7][C:6]([CH2:9][C:10]#[N:11])=[CH:5][CH:4]=1.[CH:12](OCC)=[O:13]. (4) Given the product [Cl:3][C:4]1[CH:11]=[C:10]([CH3:12])[CH:9]=[C:8]([F:13])[C:5]=1[CH2:6][OH:7], predict the reactants needed to synthesize it. The reactants are: [BH4-].[Na+].[Cl:3][C:4]1[CH:11]=[C:10]([CH3:12])[CH:9]=[C:8]([F:13])[C:5]=1[CH:6]=[O:7]. (5) The reactants are: [C:1]([NH:8][C@H:9]([C:13]([OH:15])=O)[CH:10]([CH3:12])[CH3:11])([O:3][C:4]([CH3:7])([CH3:6])[CH3:5])=[O:2].O[N:17]1[C:21](=[O:22])[CH2:20][CH2:19][C:18]1=[O:23].C1CCC(N=C=NC2CCCCC2)CC1. Given the product [CH3:7][C:4]([CH3:5])([O:3][C:1]([NH:8][C@H:9]([C:13]([CH:19]1[CH2:20][C:21](=[O:22])[NH:17][C:18]1=[O:23])=[O:15])[CH:10]([CH3:11])[CH3:12])=[O:2])[CH3:6], predict the reactants needed to synthesize it. (6) Given the product [Na+:55].[NH2:27][C:24]1[N:23]=[CH:22][C:21]([C:20]2[C:15]3[CH2:14][CH2:13][N:12]([C:9]4[CH:8]=[CH:7][C:6]([C:5]([O-:52])=[O:4])=[CH:11][CH:10]=4)[C:16]=3[N:17]=[C:18]([N:46]3[CH2:47][CH2:48][O:49][CH2:50][CH2:51]3)[N:19]=2)=[CH:26][N:25]=1, predict the reactants needed to synthesize it. The reactants are: OO.C[O:4][C:5](=[O:52])[C:6]1[CH:11]=[CH:10][C:9]([N:12]2[C:16]3[N:17]=[C:18]([N:46]4[CH2:51][CH2:50][O:49][CH2:48][CH2:47]4)[N:19]=[C:20]([C:21]4[CH:22]=[N:23][C:24]([N:27](CC5C=CC(OC)=CC=5)CC5C=CC(OC)=CC=5)=[N:25][CH:26]=4)[C:15]=3[CH2:14][CH2:13]2)=[CH:8][CH:7]=1.Cl.[OH-].[Na+:55]. (7) Given the product [Br:1][CH2:2][CH2:3][CH2:4][CH2:5][CH2:6][O:7][C:8]1[CH:9]=[C:10]2[C:15](=[CH:16][CH:17]=1)[N:14]([CH3:19])[C:13](=[O:18])[CH:12]=[CH:11]2, predict the reactants needed to synthesize it. The reactants are: [Br:1][CH2:2][CH2:3][CH2:4][CH2:5][CH2:6][O:7][C:8]1[CH:9]=[C:10]2[C:15](=[CH:16][CH:17]=1)[NH:14][C:13](=[O:18])[CH:12]=[CH:11]2.[CH3:19]I. (8) Given the product [C:54]([O:58][C:59]([N:61]1[CH2:65][CH2:64][CH2:63][CH:62]1[C:66]1[N:67]([CH2:74][O:75][CH2:76][CH2:77][Si:78]([CH3:81])([CH3:80])[CH3:79])[CH:68]=[C:69]([C:71]([N:42]2[CH2:43][CH2:44][N:39]([C:36]3[CH:37]=[CH:38][C:33]([C:30]4[N:29]([CH3:1])[C:28]([CH:24]5[CH2:25][CH2:26][CH2:27][N:23]5[C:21](=[O:22])[CH:17]([NH:16][C:15]([O:14][CH3:13])=[O:53])[CH:18]([CH3:20])[CH3:19])=[N:32][CH:31]=4)=[CH:34][CH:35]=3)[CH2:40][CH2:41]2)=[O:72])[N:70]=1)=[O:60])([CH3:57])([CH3:56])[CH3:55], predict the reactants needed to synthesize it. The reactants are: [C:1](OC(N1CCCC1)=O)(C)(C)C.[CH3:13][O:14][C:15](=[O:53])[NH:16][CH:17]([C:21]([N:23]1[CH2:27][CH2:26][CH2:25][CH:24]1[C:28]1[N:29](COCC[Si](C)(C)C)[C:30]([C:33]2[CH:38]=[CH:37][C:36]([N:39]3[CH2:44][CH2:43][NH:42][CH2:41][CH2:40]3)=[CH:35][CH:34]=2)=[CH:31][N:32]=1)=[O:22])[CH:18]([CH3:20])[CH3:19].[C:54]([O:58][C:59]([N:61]1[CH2:65][CH2:64][CH2:63][CH:62]1[C:66]1[N:67]([CH2:74][O:75][CH2:76][CH2:77][Si:78]([CH3:81])([CH3:80])[CH3:79])[CH:68]=[C:69]([C:71](O)=[O:72])[N:70]=1)=[O:60])([CH3:57])([CH3:56])[CH3:55].CN(C(ON1N=NC2C=CC=NC1=2)=[N+](C)C)C.F[P-](F)(F)(F)(F)F.CN1CCOCC1. (9) Given the product [CH3:26][C:27]1[CH:28]=[CH:29][C:30]([CH:33]2[CH2:38][CH2:37][CH2:36][N:35]([C:47]([C:46]3[CH:50]=[CH:51][N:52]=[C:44]([N:39]4[CH2:43][CH2:42][CH2:41][CH2:40]4)[CH:45]=3)=[O:48])[CH2:34]2)=[CH:31][CH:32]=1, predict the reactants needed to synthesize it. The reactants are: FC1C=CC=CC=1C1CCCN(C(C2C=CN=C(N(C)C)C=2)=O)C1.Cl.[CH3:26][C:27]1[CH:32]=[CH:31][C:30]([CH:33]2[CH2:38][CH2:37][CH2:36][NH:35][CH2:34]2)=[CH:29][CH:28]=1.[N:39]1([C:44]2[CH:45]=[C:46]([CH:50]=[CH:51][N:52]=2)[C:47](O)=[O:48])[CH2:43][CH2:42][CH2:41][CH2:40]1.